From a dataset of Experimental lipophilicity measurements (octanol/water distribution) for 4,200 compounds from AstraZeneca. Regression/Classification. Given a drug SMILES string, predict its absorption, distribution, metabolism, or excretion properties. Task type varies by dataset: regression for continuous measurements (e.g., permeability, clearance, half-life) or binary classification for categorical outcomes (e.g., BBB penetration, CYP inhibition). For this dataset (lipophilicity_astrazeneca), we predict Y. (1) The drug is Cc1ccc([N+](=O)[O-])cc1S(=O)(=O)n1ccc(-c2c(C)nc3ccc(Br)cn23)n1. The Y is 3.52 logD. (2) The drug is CCC(C)Nc1nc(C#N)nc(N2CCOCC2)c1N. The Y is 2.80 logD. (3) The molecule is CC(Cc1cccc(CNCCc2c(Cl)cccc2Cl)c1)NC[C@H](O)c1ccc(O)c2[nH]c(=O)sc12. The Y is 2.41 logD. (4) The compound is C[C@@]1(c2cc(-c3cncnc3)c(F)cc2F)CCSC(N)=N1. The Y is 0.800 logD. (5) The compound is Cc1ccccc1CN1CCC(N2CCC(n3c(=O)[nH]c4ccccc43)CC2)CC1. The Y is 2.68 logD.